From a dataset of Experimental lipophilicity measurements (octanol/water distribution) for 4,200 compounds from AstraZeneca. Regression/Classification. Given a drug SMILES string, predict its absorption, distribution, metabolism, or excretion properties. Task type varies by dataset: regression for continuous measurements (e.g., permeability, clearance, half-life) or binary classification for categorical outcomes (e.g., BBB penetration, CYP inhibition). For this dataset (lipophilicity_astrazeneca), we predict Y. (1) The drug is CCc1cc2c(s1)-n1c(C)nnc1CN=C2c1ccccc1Cl. The Y is 2.52 logD. (2) The molecule is CNC(=O)c1ccc(-c2cc(C(=O)N[C@H]3CCCNC3)c(NC(N)=O)s2)cc1. The Y is 0.700 logD. (3) The drug is N#Cc1ccc(Cl)cc1O[C@H](CCN)c1ccccc1. The Y is 0.760 logD.